From a dataset of Reaction yield outcomes from USPTO patents with 853,638 reactions. Predict the reaction yield, written as a fraction of the theoretical maximum amount of product (1.0 means a 100% yield; for example, 0.34 means a 34% yield). (1) The reactants are [F:1][C:2]1([F:30])[CH2:7][CH2:6][N:5]([C:8]([C:10]2[NH:11][C:12]3[C:17]([CH:18]=2)=[CH:16][C:15]([C:19]([N:21]2[CH2:26][CH2:25][CH:24]([N:27]([CH3:29])[CH3:28])[CH2:23][CH2:22]2)=[O:20])=[CH:14][CH:13]=3)=[O:9])[CH2:4][CH2:3]1.[C:31]([C:33]1[CH:38]=[CH:37][C:36](B(O)O)=[CH:35][CH:34]=1)#[N:32].N1C=CC=CC=1. The catalyst is ClCCl.C([O-])(=O)C.[Cu+2].C([O-])(=O)C. The product is [F:30][C:2]1([F:1])[CH2:7][CH2:6][N:5]([C:8]([C:10]2[N:11]([C:36]3[CH:37]=[CH:38][C:33]([C:31]#[N:32])=[CH:34][CH:35]=3)[C:12]3[C:17]([CH:18]=2)=[CH:16][C:15]([C:19]([N:21]2[CH2:26][CH2:25][CH:24]([N:27]([CH3:28])[CH3:29])[CH2:23][CH2:22]2)=[O:20])=[CH:14][CH:13]=3)=[O:9])[CH2:4][CH2:3]1. The yield is 0.220. (2) The reactants are [CH:1]1([C:7]2[O:11][N:10]=[C:9]([C:12]3[O:16][N:15]=[C:14]4[C:17]5[C:22]([CH2:23][CH2:24][C:13]=34)=[CH:21][C:20]([CH:25]=O)=[CH:19][CH:18]=5)[C:8]=2[C:27]([F:30])([F:29])[F:28])[CH2:6][CH2:5][CH2:4][CH2:3][CH2:2]1.[NH:31]1[CH2:34][CH:33]([C:35]([OH:37])=[O:36])[CH2:32]1.C([BH3-])#N.[Na+].[CH3:42][OH:43]. The catalyst is ClCCCl.C(O)(=O)C. The product is [OH:43][C:42]([C:27]([F:30])([F:29])[F:28])=[O:36].[CH:1]1([C:7]2[O:11][N:10]=[C:9]([C:12]3[O:16][N:15]=[C:14]4[C:17]5[C:22]([CH2:23][CH2:24][C:13]=34)=[CH:21][C:20]([CH2:25][N:31]3[CH2:34][CH:33]([C:35]([OH:37])=[O:36])[CH2:32]3)=[CH:19][CH:18]=5)[C:8]=2[C:27]([F:29])([F:28])[F:30])[CH2:2][CH2:3][CH2:4][CH2:5][CH2:6]1. The yield is 0.440. (3) The reactants are Cl[C:2]1[C:7]([N+:8]([O-:10])=[O:9])=[CH:6][N:5]=[C:4]2[CH2:11][CH2:12][CH2:13][C:3]=12.[CH3:14][C@H:15]1[CH2:20][NH:19][CH2:18][C@@H:17]([NH:21][C:22](=[O:28])[O:23][C:24]([CH3:27])([CH3:26])[CH3:25])[CH2:16]1.C(N(CC)CC)C. The catalyst is C(O)(C)C. The product is [CH3:14][C@H:15]1[CH2:20][N:19]([C:2]2[C:7]([N+:8]([O-:10])=[O:9])=[CH:6][N:5]=[C:4]3[CH2:11][CH2:12][CH2:13][C:3]=23)[CH2:18][C@@H:17]([NH:21][C:22](=[O:28])[O:23][C:24]([CH3:27])([CH3:26])[CH3:25])[CH2:16]1. The yield is 1.00. (4) The reactants are [CH:1]1([N:7]2[CH2:11][CH2:10][CH:9]([CH2:12][C:13]3[CH:18]=[CH:17][C:16]([S:19][CH3:20])=[CH:15][CH:14]=3)[C:8]2=[O:21])[CH2:6][CH2:5][CH2:4][CH2:3][CH2:2]1.[O:22]1CCCC1.S([O-])(O)=O.[Na+]. The catalyst is O. The product is [CH:1]1([N:7]2[CH2:11][CH2:10][CH:9]([CH2:12][C:13]3[CH:14]=[CH:15][C:16]([S:19]([CH3:20])=[O:22])=[CH:17][CH:18]=3)[C:8]2=[O:21])[CH2:2][CH2:3][CH2:4][CH2:5][CH2:6]1. The yield is 0.680. (5) The reactants are [O:1]1[C:10]2[CH:9]=[C:8]([CH2:11][OH:12])[N:7]=[CH:6][C:5]=2[O:4][CH2:3][CH2:2]1. The catalyst is C(Cl)Cl.O=[Mn]=O. The product is [O:1]1[C:10]2[CH:9]=[C:8]([CH:11]=[O:12])[N:7]=[CH:6][C:5]=2[O:4][CH2:3][CH2:2]1. The yield is 0.610.